From a dataset of Reaction yield outcomes from USPTO patents with 853,638 reactions. Predict the reaction yield, written as a fraction of the theoretical maximum amount of product (1.0 means a 100% yield; for example, 0.34 means a 34% yield). The reactants are [Cl:1][C:2]1[C:10]2[N:9]=[C:8]3[NH:11][CH2:12][CH2:13][CH2:14][CH2:15][N:7]3[C:6]=2[C:5]([CH:16]([CH2:19][CH3:20])[CH2:17][CH3:18])=[CH:4][CH:3]=1.Br[C:22]1[C:27]([CH3:28])=[CH:26][C:25]([N+:29]([O-:31])=[O:30])=[CH:24][N:23]=1.N1C=CC=CC=1C1C=CC=CN=1.C(=O)([O-])[O-].[Cs+].[Cs+]. The catalyst is CN1CCCC1=O.C(OCC)(=O)C.[Cu]I. The product is [Cl:1][C:2]1[C:10]2[N:9]=[C:8]3[N:11]([C:22]4[C:27]([CH3:28])=[CH:26][C:25]([N+:29]([O-:31])=[O:30])=[CH:24][N:23]=4)[CH2:12][CH2:13][CH2:14][CH2:15][N:7]3[C:6]=2[C:5]([CH:16]([CH2:19][CH3:20])[CH2:17][CH3:18])=[CH:4][CH:3]=1. The yield is 0.400.